This data is from Experimentally validated miRNA-target interactions with 360,000+ pairs, plus equal number of negative samples. The task is: Binary Classification. Given a miRNA mature sequence and a target amino acid sequence, predict their likelihood of interaction. The miRNA is hsa-miR-4464 with sequence AAGGUUUGGAUAGAUGCAAUA. The protein sequence of the target gene is MALHIHEACILLLVIPGLVTSAAISHEDYPADEGDQISSNDNLIFDDYRGKGCVDDSGFVYKLGERFFPGHSNCPCVCALDGPVCDQPECPKIHPKCTKVEHNGCCPECKEVKNFCEYHGKNYKILEEFKPSPCEWCRCEPSNEVHCVVADCAVPECVNPVYEPEQCCPVCKNGPNCFAGTTIIPAGIEVKVDECNICHCHNGDWWKPAQCSKRECQGKQTV. Result: 1 (interaction).